Task: Regression. Given a peptide amino acid sequence and an MHC pseudo amino acid sequence, predict their binding affinity value. This is MHC class II binding data.. Dataset: Peptide-MHC class II binding affinity with 134,281 pairs from IEDB The peptide sequence is GRRGAAEVLVVLSEL. The MHC is HLA-DQA10102-DQB10501 with pseudo-sequence HLA-DQA10102-DQB10501. The binding affinity (normalized) is 0.364.